From a dataset of Full USPTO retrosynthesis dataset with 1.9M reactions from patents (1976-2016). Predict the reactants needed to synthesize the given product. (1) Given the product [Cl:17][C:16]1[CH:15]=[CH:14][C:13]([NH:18][C:19](=[O:25])[O:20][CH2:21][CH2:22][O:23][CH3:24])=[CH:12][C:11]=1[C:9]1[N:10]=[C:5]2[N:4]=[CH:3][C:2]([C:35]3[CH:34]=[CH:33][C:32]([NH:31][C:29]([O:28][CH3:27])=[O:30])=[CH:37][CH:36]=3)=[CH:7][N:6]2[CH:8]=1, predict the reactants needed to synthesize it. The reactants are: Br[C:2]1[CH:3]=[N:4][C:5]2[N:6]([CH:8]=[C:9]([C:11]3[CH:12]=[C:13]([NH:18][C:19](=[O:25])[O:20][CH2:21][CH2:22][O:23][CH3:24])[CH:14]=[CH:15][C:16]=3[Cl:17])[N:10]=2)[CH:7]=1.[Br-].[CH3:27][O:28][C:29]([NH:31][C:32]1[CH:37]=[CH:36][C:35](B(O)O)=[CH:34][CH:33]=1)=[O:30]. (2) The reactants are: [N+:1]([C:4]1[CH:5]=[C:6]([CH:12]=[O:13])[CH:7]=[C:8]([CH:11]=1)[CH:9]=[O:10])([O-:3])=[O:2].O.C1(C)C=CC(S(O)(=O)=O)=CC=1.[CH3:26][C:27]([CH3:32])([CH2:30]O)[CH2:28][OH:29].C(=O)([O-])O.[Na+]. Given the product [N+:1]([C:4]1[CH:11]=[C:8]([CH:9]2[O:29][CH2:28][C:27]([CH3:32])([CH3:30])[CH2:26][O:10]2)[CH:7]=[C:6]([CH:12]=[O:13])[CH:5]=1)([O-:3])=[O:2], predict the reactants needed to synthesize it. (3) Given the product [CH2:1]([O:3][C:4](=[O:14])[CH2:5][C:6]1[CH:11]=[CH:10][CH:9]=[C:8]([CH2:12][NH2:13])[CH:7]=1)[CH3:2], predict the reactants needed to synthesize it. The reactants are: [CH2:1]([O:3][C:4](=[O:14])[CH2:5][C:6]1[CH:11]=[CH:10][CH:9]=[C:8]([C:12]#[N:13])[CH:7]=1)[CH3:2].Cl.O1CCOCC1. (4) The reactants are: CN(C)/[CH:3]=[CH:4]/[C:5]([C:7]1[C:12](=[O:13])[CH:11]=[CH:10][N:9]([C:14]2[CH:19]=[CH:18][C:17]([O:20][C:21]([F:24])([F:23])[F:22])=[CH:16][CH:15]=2)[N:8]=1)=O.[NH:26]([C:28]1[CH:33]=[CH:32][N:31]=[C:30]([Cl:34])[CH:29]=1)[NH2:27]. Given the product [Cl:34][C:30]1[CH:29]=[C:28]([N:26]2[C:5]([C:7]3[C:12](=[O:13])[CH:11]=[CH:10][N:9]([C:14]4[CH:19]=[CH:18][C:17]([O:20][C:21]([F:24])([F:23])[F:22])=[CH:16][CH:15]=4)[N:8]=3)=[CH:4][CH:3]=[N:27]2)[CH:33]=[CH:32][N:31]=1, predict the reactants needed to synthesize it. (5) Given the product [Br:6][C:7]1[CH:8]=[C:9]([NH2:21])[C:10]([NH:13][CH2:14][CH2:15][N:16]2[CH2:20][CH2:19][CH2:18][CH2:17]2)=[N:11][CH:12]=1, predict the reactants needed to synthesize it. The reactants are: C([O-])(O)=O.[Na+].[Br:6][C:7]1[CH:8]=[C:9]([N+:21]([O-])=O)[C:10]([NH:13][CH2:14][CH2:15][N:16]2[CH2:20][CH2:19][CH2:18][CH2:17]2)=[N:11][CH:12]=1.Cl. (6) The reactants are: [OH:1][C:2]([CH3:35])([CH3:34])[CH2:3][C@@:4]1([C:28]2[CH:33]=[CH:32][CH:31]=[CH:30][CH:29]=2)[O:9][C:8](=[O:10])[N:7]([C@H:11]([C:13]2[CH:18]=[CH:17][C:16](B3OC(C)(C)C(C)(C)O3)=[CH:15][CH:14]=2)[CH3:12])[CH2:6][CH2:5]1.Cl[C:37]1[CH:38]=[CH:39][C:40]2[N:41]([CH:43]=[CH:44][N:45]=2)[N:42]=1.C([O-])(O)=O.[Na+].O. Given the product [OH:1][C:2]([CH3:35])([CH3:34])[CH2:3][C@@:4]1([C:28]2[CH:29]=[CH:30][CH:31]=[CH:32][CH:33]=2)[O:9][C:8](=[O:10])[N:7]([C@H:11]([C:13]2[CH:14]=[CH:15][C:16]([C:37]3[CH:38]=[CH:39][C:40]4[N:41]([CH:43]=[CH:44][N:45]=4)[N:42]=3)=[CH:17][CH:18]=2)[CH3:12])[CH2:6][CH2:5]1, predict the reactants needed to synthesize it.